From a dataset of NCI-60 drug combinations with 297,098 pairs across 59 cell lines. Regression. Given two drug SMILES strings and cell line genomic features, predict the synergy score measuring deviation from expected non-interaction effect. (1) Drug 1: CC1=C2C(C(=O)C3(C(CC4C(C3C(C(C2(C)C)(CC1OC(=O)C(C(C5=CC=CC=C5)NC(=O)OC(C)(C)C)O)O)OC(=O)C6=CC=CC=C6)(CO4)OC(=O)C)OC)C)OC. Drug 2: CCN(CC)CCCC(C)NC1=C2C=C(C=CC2=NC3=C1C=CC(=C3)Cl)OC. Cell line: K-562. Synergy scores: CSS=70.5, Synergy_ZIP=2.64, Synergy_Bliss=-1.65, Synergy_Loewe=-1.30, Synergy_HSA=1.99. (2) Drug 1: C1CN1P(=S)(N2CC2)N3CC3. Drug 2: N.N.Cl[Pt+2]Cl. Cell line: MALME-3M. Synergy scores: CSS=36.4, Synergy_ZIP=-1.84, Synergy_Bliss=-1.98, Synergy_Loewe=-0.353, Synergy_HSA=-0.0612. (3) Drug 1: CC1C(C(CC(O1)OC2CC(CC3=C2C(=C4C(=C3O)C(=O)C5=CC=CC=C5C4=O)O)(C(=O)C)O)N)O. Drug 2: CC1C(C(CC(O1)OC2CC(CC3=C2C(=C4C(=C3O)C(=O)C5=C(C4=O)C(=CC=C5)OC)O)(C(=O)CO)O)N)O.Cl. Cell line: BT-549. Synergy scores: CSS=59.7, Synergy_ZIP=-0.450, Synergy_Bliss=2.97, Synergy_Loewe=5.48, Synergy_HSA=6.09.